This data is from Full USPTO retrosynthesis dataset with 1.9M reactions from patents (1976-2016). The task is: Predict the reactants needed to synthesize the given product. (1) Given the product [F:30][C:2]([F:1])([F:29])[C:3]1[CH:28]=[CH:27][C:6]2[NH:7][C:8]([C@H:10]3[CH2:15][CH2:14][CH2:13][C@@H:12]([NH2:16])[CH2:11]3)=[N:9][C:5]=2[CH:4]=1, predict the reactants needed to synthesize it. The reactants are: [F:1][C:2]([F:30])([F:29])[C:3]1[CH:28]=[CH:27][C:6]2[NH:7][C:8]([C@H:10]3[CH2:15][CH2:14][CH2:13][C@@H:12]([NH:16]C(=O)OCC4C=CC=CC=4)[CH2:11]3)=[N:9][C:5]=2[CH:4]=1.[H][H]. (2) Given the product [C:51]([C:49]1[O:48][N:47]=[C:46]([NH:45][C:18](=[O:20])[CH2:17][C:3]2[CH:4]=[CH:5][C:6]([C:8]3[CH:9]=[C:10]4[CH:16]=[CH:15][NH:14][C:11]4=[N:12][CH:13]=3)=[CH:7][C:2]=2[F:1])[CH:50]=1)([CH3:54])([CH3:53])[CH3:52], predict the reactants needed to synthesize it. The reactants are: [F:1][C:2]1[CH:7]=[C:6]([C:8]2[CH:9]=[C:10]3[CH:16]=[CH:15][NH:14][C:11]3=[N:12][CH:13]=2)[CH:5]=[CH:4][C:3]=1[CH2:17][C:18]([OH:20])=O.F[P-](F)(F)(F)(F)F.N1(OC(N(C)C)=[N+](C)C)C2N=CC=CC=2N=N1.[NH2:45][C:46]1[CH:50]=[C:49]([C:51]([CH3:54])([CH3:53])[CH3:52])[O:48][N:47]=1.C(N(CC)CC)C. (3) Given the product [CH3:8][C:5]1[N:4]=[C:3]2[CH:9]=[C:18]([C:19]([O:21][CH2:22][CH3:23])=[O:20])[O:1][C:2]2=[CH:7][CH:6]=1, predict the reactants needed to synthesize it. The reactants are: [OH:1][C:2]1[C:3]([CH:9]=O)=[N:4][C:5]([CH3:8])=[CH:6][CH:7]=1.C(=O)([O-])[O-].[K+].[K+].Br[CH2:18][C:19]([O:21][CH2:22][CH3:23])=[O:20].O.